Dataset: Reaction yield outcomes from USPTO patents with 853,638 reactions. Task: Predict the reaction yield, written as a fraction of the theoretical maximum amount of product (1.0 means a 100% yield; for example, 0.34 means a 34% yield). (1) The reactants are [CH2:1]([NH:7][CH2:8][CH2:9][CH2:10][CH2:11][CH2:12][CH3:13])[CH2:2][CH2:3][CH2:4][CH2:5][CH3:6].[CH2:14]([O:16][C:17]1[C:21](OCC)=[N:20][S:19](=[O:26])(=[O:25])[N:18]=1)[CH3:15]. The catalyst is C(O)C. The product is [CH2:8]([N:7]([C:21]1[C:17]([O:16][CH2:14][CH3:15])=[N:18][S:19](=[O:26])(=[O:25])[N:20]=1)[CH2:1][CH2:2][CH2:3][CH2:4][CH2:5][CH3:6])[CH2:9][CH2:10][CH2:11][CH2:12][CH3:13]. The yield is 0.720. (2) The reactants are [NH2:1][C:2]1[C:7]([CH2:8][C:9]2[CH:14]=[CH:13][CH:12]=[CH:11][CH:10]=2)=[N:6][C:5]([C:15]2[CH:20]=[CH:19][C:18]([O:21][CH3:22])=[CH:17][C:16]=2C=C)=[C:4]([CH:25]=[CH2:26])[N:3]=1. The catalyst is CC1C=C(C)C(N2C(=[Ru](Cl)(Cl)=CC3C=CC=CC=3OC(C)C)N(C3C(C)=CC(C)=CC=3C)CC2)=C(C)C=1.ClCCCl. The product is [NH2:1][C:2]1[C:7]([CH2:8][C:9]2[CH:14]=[CH:13][CH:12]=[CH:11][CH:10]=2)=[N:6][C:5]2[C:15]3[CH:20]=[CH:19][C:18]([O:21][CH3:22])=[CH:17][C:16]=3[CH:26]=[CH:25][C:4]=2[N:3]=1. The yield is 0.253. (3) The reactants are CC([N:5]([C@H:9]1[CH2:14][CH2:13][N:12]([CH2:15][CH:16]2[C:20]3=[C:21]([F:29])[CH:22]=[N:23][C:24]4[CH:25]=[CH:26][C:27](=[O:28])[N:18]([C:19]=43)[CH2:17]2)[CH2:11][C@H:10]1[OH:30])C(=O)[O-])(C)C.Cl. The catalyst is C(O)(=O)C.O1CCOCC1. The product is [NH2:5][C@H:9]1[CH2:14][CH2:13][N:12]([CH2:15][CH:16]2[C:20]3=[C:21]([F:29])[CH:22]=[N:23][C:24]4[CH:25]=[CH:26][C:27](=[O:28])[N:18]([C:19]=43)[CH2:17]2)[CH2:11][C@H:10]1[OH:30]. The yield is 0.870.